Dataset: Full USPTO retrosynthesis dataset with 1.9M reactions from patents (1976-2016). Task: Predict the reactants needed to synthesize the given product. (1) Given the product [Cl:1][C:2]1[CH:7]=[C:6]([Cl:8])[CH:5]=[CH:4][C:3]=1[CH2:9][C:10]1[S:33][C:18]([CH:19]([CH3:21])[CH3:20])=[N:17][C:11]=1[C:12]([O:14][CH2:15][CH3:16])=[O:13], predict the reactants needed to synthesize it. The reactants are: [Cl:1][C:2]1[CH:7]=[C:6]([Cl:8])[CH:5]=[CH:4][C:3]=1[CH2:9][C:10](=O)[CH:11]([NH:17][C:18](=O)[CH:19]([CH3:21])[CH3:20])[C:12]([O:14][CH2:15][CH3:16])=[O:13].COC1C=CC(P2(SP(C3C=CC(OC)=CC=3)(=S)S2)=[S:33])=CC=1. (2) Given the product [CH2:1]([NH:8][C:9]([C:11]1[S:15][C:14]([C:16]2[CH:21]=[N:20][CH:19]=[C:18]([CH2:30][C:31]3[CH:36]=[CH:35][CH:34]=[CH:33][CH:32]=3)[N:17]=2)=[N:13][C:12]=1[CH3:23])=[O:10])[C:2]1[CH:7]=[CH:6][CH:5]=[CH:4][CH:3]=1, predict the reactants needed to synthesize it. The reactants are: [CH2:1]([NH:8][C:9]([C:11]1[S:15][C:14]([C:16]2[CH:21]=[N:20][CH:19]=[C:18](I)[N:17]=2)=[N:13][C:12]=1[CH3:23])=[O:10])[C:2]1[CH:7]=[CH:6][CH:5]=[CH:4][CH:3]=1.C([O-])([O-])=O.[Na+].[Na+].[CH2:30](B1OC(C)(C)C(C)(C)O1)[C:31]1[CH:36]=[CH:35][CH:34]=[CH:33][CH:32]=1.O. (3) Given the product [CH3:14][O:15][C:16]1[CH:23]=[CH:22][C:19]([CH2:20][NH:21][C:7]([C:6]2[S:5][C:4]3[CH:10]=[CH:11][CH:12]=[CH:13][C:3]=3[C:2]=2[Br:1])=[O:9])=[CH:18][CH:17]=1, predict the reactants needed to synthesize it. The reactants are: [Br:1][C:2]1[C:3]2[CH:13]=[CH:12][CH:11]=[CH:10][C:4]=2[S:5][C:6]=1[C:7]([OH:9])=O.[CH3:14][O:15][C:16]1[CH:23]=[CH:22][C:19]([CH2:20][NH2:21])=[CH:18][CH:17]=1.C1CCC(N=C=NC2CCCCC2)CC1.C1C=CC2N(O)N=NC=2C=1. (4) Given the product [CH3:1][O:2][C:3](=[O:36])[CH:4]([N:13]([C:37](=[O:39])[CH3:38])[CH:14]1[CH2:19][CH2:18][N:17]([CH2:20][C:21]2[CH:26]=[CH:25][CH:24]=[C:23]([O:27][C:28]3[CH:33]=[CH:32][CH:31]=[CH:30][C:29]=3[O:34][CH3:35])[CH:22]=2)[CH2:16][CH2:15]1)[CH2:5][C:6]1[CH:11]=[CH:10][C:9]([Cl:12])=[CH:8][CH:7]=1, predict the reactants needed to synthesize it. The reactants are: [CH3:1][O:2][C:3](=[O:36])[CH:4]([NH:13][CH:14]1[CH2:19][CH2:18][N:17]([CH2:20][C:21]2[CH:26]=[CH:25][CH:24]=[C:23]([O:27][C:28]3[CH:33]=[CH:32][CH:31]=[CH:30][C:29]=3[O:34][CH3:35])[CH:22]=2)[CH2:16][CH2:15]1)[CH2:5][C:6]1[CH:11]=[CH:10][C:9]([Cl:12])=[CH:8][CH:7]=1.[C:37](Cl)(=[O:39])[CH3:38].C(N(CC)CC)C.CCOC(C)=O. (5) The reactants are: [NH2:1][C:2]1[CH:3]=[C:4]([C:8]2[S:12][C:11]([C:13]3[CH:14]=[C:15]4[C:19](=[CH:20][CH:21]=3)[C:18](=[O:22])[N:17]([CH3:23])[CH2:16]4)=[CH:10][CH:9]=2)[CH:5]=[N:6][CH:7]=1.[CH3:24][O:25][C:26]1[CH:31]=[CH:30][C:29]([S:32](Cl)(=[O:34])=[O:33])=[CH:28][CH:27]=1. Given the product [CH3:24][O:25][C:26]1[CH:27]=[CH:28][C:29]([S:32]([NH:1][C:2]2[CH:7]=[N:6][CH:5]=[C:4]([C:8]3[S:12][C:11]([C:13]4[CH:14]=[C:15]5[C:19](=[CH:20][CH:21]=4)[C:18](=[O:22])[N:17]([CH3:23])[CH2:16]5)=[CH:10][CH:9]=3)[CH:3]=2)(=[O:34])=[O:33])=[CH:30][CH:31]=1, predict the reactants needed to synthesize it. (6) The reactants are: C[N:2](C)/[CH:3]=[CH:4]/[C:5]([C:7]1[C:12](=[O:13])[CH:11]=[CH:10][N:9]([C:14]2[CH:19]=[CH:18][CH:17]=[C:16]([O:20][C:21]([F:24])([F:23])[F:22])[CH:15]=2)[N:8]=1)=O.[C:26]1([CH3:34])[CH:31]=[CH:30][C:29]([NH:32]N)=[CH:28][CH:27]=1. Given the product [C:26]1([CH3:34])[CH:31]=[CH:30][C:29]([N:32]2[C:5]([C:7]3[C:12](=[O:13])[CH:11]=[CH:10][N:9]([C:14]4[CH:19]=[CH:18][CH:17]=[C:16]([O:20][C:21]([F:24])([F:23])[F:22])[CH:15]=4)[N:8]=3)=[CH:4][CH:3]=[N:2]2)=[CH:28][CH:27]=1, predict the reactants needed to synthesize it.